This data is from NCI-60 drug combinations with 297,098 pairs across 59 cell lines. The task is: Regression. Given two drug SMILES strings and cell line genomic features, predict the synergy score measuring deviation from expected non-interaction effect. (1) Drug 1: C1=NC(=NC(=O)N1C2C(C(C(O2)CO)O)O)N. Drug 2: CN(CC1=CN=C2C(=N1)C(=NC(=N2)N)N)C3=CC=C(C=C3)C(=O)NC(CCC(=O)O)C(=O)O. Cell line: HOP-92. Synergy scores: CSS=25.2, Synergy_ZIP=-9.06, Synergy_Bliss=-4.14, Synergy_Loewe=-2.58, Synergy_HSA=-2.51. (2) Drug 1: C1CN1P(=S)(N2CC2)N3CC3. Drug 2: CC1C(C(CC(O1)OC2CC(CC3=C2C(=C4C(=C3O)C(=O)C5=C(C4=O)C(=CC=C5)OC)O)(C(=O)CO)O)N)O.Cl. Cell line: RXF 393. Synergy scores: CSS=32.8, Synergy_ZIP=-3.15, Synergy_Bliss=-2.01, Synergy_Loewe=0.101, Synergy_HSA=0.305. (3) Drug 1: C1=CC(=C2C(=C1NCCNCCO)C(=O)C3=C(C=CC(=C3C2=O)O)O)NCCNCCO. Drug 2: C1C(C(OC1N2C=NC3=C2NC=NCC3O)CO)O. Cell line: SW-620. Synergy scores: CSS=32.8, Synergy_ZIP=-0.458, Synergy_Bliss=-2.96, Synergy_Loewe=-36.6, Synergy_HSA=-3.48. (4) Drug 1: C1CN1C2=NC(=NC(=N2)N3CC3)N4CC4. Drug 2: C1CC(=O)NC(=O)C1N2C(=O)C3=CC=CC=C3C2=O. Cell line: HOP-62. Synergy scores: CSS=24.4, Synergy_ZIP=3.25, Synergy_Bliss=4.13, Synergy_Loewe=1.07, Synergy_HSA=1.06. (5) Drug 1: C1=C(C(=O)NC(=O)N1)N(CCCl)CCCl. Drug 2: C1=CC(=CC=C1C#N)C(C2=CC=C(C=C2)C#N)N3C=NC=N3. Cell line: SW-620. Synergy scores: CSS=24.8, Synergy_ZIP=4.18, Synergy_Bliss=6.03, Synergy_Loewe=1.40, Synergy_HSA=5.00. (6) Cell line: SK-MEL-5. Drug 1: CS(=O)(=O)CCNCC1=CC=C(O1)C2=CC3=C(C=C2)N=CN=C3NC4=CC(=C(C=C4)OCC5=CC(=CC=C5)F)Cl. Synergy scores: CSS=-0.760, Synergy_ZIP=0.722, Synergy_Bliss=2.55, Synergy_Loewe=-4.40, Synergy_HSA=-2.58. Drug 2: COCCOC1=C(C=C2C(=C1)C(=NC=N2)NC3=CC=CC(=C3)C#C)OCCOC.Cl. (7) Drug 1: C1=CC(=C2C(=C1NCCNCCO)C(=O)C3=C(C=CC(=C3C2=O)O)O)NCCNCCO. Drug 2: COC1=CC(=CC(=C1O)OC)C2C3C(COC3=O)C(C4=CC5=C(C=C24)OCO5)OC6C(C(C7C(O6)COC(O7)C8=CC=CS8)O)O. Cell line: RPMI-8226. Synergy scores: CSS=54.7, Synergy_ZIP=-5.76, Synergy_Bliss=-6.65, Synergy_Loewe=-3.53, Synergy_HSA=-0.0302.